From a dataset of Full USPTO retrosynthesis dataset with 1.9M reactions from patents (1976-2016). Predict the reactants needed to synthesize the given product. (1) Given the product [F:6][C:7]1[CH:8]=[C:9]([CH:15]=[C:16]([F:18])[CH:17]=1)[CH:10]([OH:14])[C:11]([O:13][CH3:19])=[O:12], predict the reactants needed to synthesize it. The reactants are: S(=O)(=O)(O)O.[F:6][C:7]1[CH:8]=[C:9]([CH:15]=[C:16]([F:18])[CH:17]=1)[CH:10]([OH:14])[C:11]([OH:13])=[O:12].[CH3:19]O. (2) Given the product [F:1][C:2]1[CH:7]=[C:6]([F:8])[CH:5]=[CH:4][C:3]=1[C:9]1[N:10]=[C:11]([C:18]2[C:19]([CH3:27])=[N:20][N:21]3[CH:26]=[CH:25][CH:24]=[CH:23][C:22]=23)[S:12][C:13]=1[C:14]([OH:16])=[O:15], predict the reactants needed to synthesize it. The reactants are: [F:1][C:2]1[CH:7]=[C:6]([F:8])[CH:5]=[CH:4][C:3]=1[C:9]1[N:10]=[C:11]([C:18]2[C:19]([CH3:27])=[N:20][N:21]3[CH:26]=[CH:25][CH:24]=[CH:23][C:22]=23)[S:12][C:13]=1[C:14]([O:16]C)=[O:15].[OH-].[Na+].CCOC(C)=O.Cl. (3) The reactants are: [CH2:1]([O:4][C:5](=[O:46])[C@H:6]([CH2:25][CH2:26][CH2:27][NH:28][C:29](=[NH:45])[NH:30][C:31]1[C:32]([CH3:44])=[C:33]([CH3:43])[C:34]2[O:38][C:37]([CH3:40])([CH3:39])[CH2:36][C:35]=2[C:41]=1C)[NH:7][C:8]([O:10]CC1C2C=CC=CC=2C2C1=CC=CC=2)=[O:9])[CH:2]=[CH2:3].N1CCC[CH2:49][CH2:48]1.[CH:53]1[C:58]([N+:59]([O-:61])=[O:60])=[CH:57][CH:56]=[C:55]([Cl-]C([O-])=O)[CH:54]=1.OS([O-])(=O)=O.[K+]. Given the product [CH2:1]([O:4][C:5](=[O:46])[C@H:6]([CH2:25][CH2:26][CH2:27][NH:28][C:29]([NH:30][C:31]1[C:32]([CH3:44])=[C:33]([CH3:43])[C:34]2[O:38][C:37]([CH3:40])([CH3:39])[CH2:36][C:35]=2[C:41]=1[CH2:48][CH3:49])=[NH:45])[NH:7][C:8]([O:10][C:55]1[CH:54]=[CH:53][C:58]([N+:59]([O-:61])=[O:60])=[CH:57][CH:56]=1)=[O:9])[CH:2]=[CH2:3], predict the reactants needed to synthesize it. (4) Given the product [CH:21]1[C:22]([CH2:25][CH2:26][C:27]2[C:35]3[C:34]([NH:33][C:32]([NH2:37])=[N:31][C:30]=3[NH:29][CH:28]=2)=[O:36])=[CH:23][CH:24]=[C:19]([C:18]([NH:17][C@@H:16]([C:15]([O-:46])=[O:14])[CH2:39][CH2:40][C:41]([O-:43])=[O:42])=[O:38])[CH:20]=1.[Na+:48].[Na+:48], predict the reactants needed to synthesize it. The reactants are: C1(C)C=CC(S(O)(=O)=O)=CC=1.C([O:14][C:15](=[O:46])[C@H:16]([CH2:39][CH2:40][C:41]([O:43]CC)=[O:42])[NH:17][C:18](=[O:38])[C:19]1[CH:24]=[CH:23][C:22]([CH2:25][CH2:26][C:27]2[C:35]3[C:34](=[O:36])[N:33]=[C:32]([NH2:37])[NH:31][C:30]=3[NH:29][CH:28]=2)=[CH:21][CH:20]=1)C.[OH-].[Na+:48].